From a dataset of Forward reaction prediction with 1.9M reactions from USPTO patents (1976-2016). Predict the product of the given reaction. (1) Given the reactants [CH3:1][O:2][C:3]1[CH:4]=[C:5]2[C:10](=[CH:11][C:12]=1[O:13][CH3:14])[N:9]=[CH:8][N:7]=[C:6]2[O:15][C:16]1[CH:22]=[CH:21][C:19]([NH2:20])=[CH:18][CH:17]=1.ClC(Cl)(O[C:27](=[O:33])[O:28][C:29](Cl)(Cl)Cl)Cl.[CH3:35][O:36][C:37]1[CH:42]=[CH:41][CH:40]=[CH:39][C:38]=1CO.C(=O)(O)[O-].[Na+], predict the reaction product. The product is: [CH3:1][O:2][C:3]1[CH:4]=[C:5]2[C:10](=[CH:11][C:12]=1[O:13][CH3:14])[N:9]=[CH:8][N:7]=[C:6]2[O:15][C:16]1[CH:22]=[CH:21][C:19]([NH:20][C:27](=[O:33])[O:28][CH2:29][C:38]2[CH:39]=[CH:40][CH:41]=[CH:42][C:37]=2[O:36][CH3:35])=[CH:18][CH:17]=1. (2) Given the reactants [F:1][CH:2]([F:8])[C:3](OCC)=[O:4].[CH3:9][CH2:10][O:11][C:12]1[CH:17]=[C:16]([C:18]([CH3:20])=[O:19])[CH:15]=[CH:14][CH:13]=1, predict the reaction product. The product is: [CH2:10]([O:11][C:12]1[CH:17]=[C:16]([C:18](=[O:19])[CH2:20][C:3](=[O:4])[CH:2]([F:8])[F:1])[CH:15]=[CH:14][CH:13]=1)[CH3:9]. (3) Given the reactants C(OC([N:8]1[CH2:13][CH2:12][CH:11]([NH:14][C:15]2[CH:16]=[N:17][C:18]([NH:21][C:22](=[O:24])[CH3:23])=[CH:19][CH:20]=2)[CH2:10][CH2:9]1)=O)(C)(C)C.[ClH:25], predict the reaction product. The product is: [ClH:25].[ClH:25].[NH:8]1[CH2:13][CH2:12][CH:11]([NH:14][C:15]2[CH:20]=[CH:19][C:18]([NH:21][C:22](=[O:24])[CH3:23])=[N:17][CH:16]=2)[CH2:10][CH2:9]1.